This data is from Catalyst prediction with 721,799 reactions and 888 catalyst types from USPTO. The task is: Predict which catalyst facilitates the given reaction. (1) Reactant: ClS([N:5]=C=O)(=O)=O.[CH3:8][O:9][C:10]([C@H:12]1[CH2:17][CH2:16][C@H:15]([C:18](O)=O)[CH2:14][CH2:13]1)=[O:11].CN(C)C=O. Product: [C:18]([C@H:15]1[CH2:16][CH2:17][C@H:12]([C:10]([O:9][CH3:8])=[O:11])[CH2:13][CH2:14]1)#[N:5]. The catalyst class is: 2. (2) Reactant: [Br:1][C:2]1[C:3](F)=[C:4]([CH:7]=[CH:8][CH:9]=1)[CH:5]=[O:6].C(=O)([O-])[O-].[K+].[K+].[CH3:17][C:18]([SH:21])([CH3:20])[CH3:19]. Product: [Br:1][C:2]1[C:3]([S:21][C:18]([CH3:20])([CH3:19])[CH3:17])=[C:4]([CH:7]=[CH:8][CH:9]=1)[CH:5]=[O:6]. The catalyst class is: 3. (3) Reactant: [N:1]1([CH2:7][CH2:8]O)[CH2:6][CH2:5][NH:4][CH2:3][CH2:2]1.C([O-])([O-])=[O:11].[K+].[K+].[F:16][C:17]1[CH:22]=[C:21]([N+:23]([O-:25])=[O:24])[C:20]([F:26])=[CH:19][C:18]=1F. Product: [F:16][C:17]1[CH:22]=[C:21]([N+:23]([O-:25])=[O:24])[C:20]([F:26])=[CH:19][C:18]=1[N:4]1[CH2:5][CH2:6][N:1]([CH:7]([OH:11])[CH3:8])[CH2:2][CH2:3]1. The catalyst class is: 3. (4) Reactant: [CH3:1][C:2]1[CH2:3][C:4]2[C:5]([CH:45]=1)=[CH:6][C:7]1[C:8]([CH2:31][CH2:32][CH2:33][CH2:34][CH2:35][CH2:36][CH2:37][CH2:38][CH2:39][CH2:40][CH2:41][CH2:42][CH2:43][CH3:44])([CH2:17][CH2:18][CH2:19][CH2:20][CH2:21][CH2:22][CH2:23][CH2:24][CH2:25][CH2:26][CH2:27][CH2:28][CH2:29][CH3:30])[C:9]3[C:14]([C:15]=1[CH:16]=2)=[CH:13][CH:12]=[CH:11][CH:10]=3.C([Li])CCC.C(N)(C)(C)C.[C:56]([NH:60][Si:61](C1C2C(=CC3C(CCCCCCCCCCCCCC)(CCCCCCCCCCCCCC)C4C(C=3C=2)=CC=CC=4)C=C1C)([CH3:63])[CH3:62])([CH3:59])([CH3:58])[CH3:57]. The catalyst class is: 27. Product: [C:56]([NH:60][Si:61]([CH:45]1[C:5]2=[CH:6][C:7]3[C:8]([CH2:31][CH2:32][CH2:33][CH2:34][CH2:35][CH2:36][CH2:37][CH2:38][CH2:39][CH2:40][CH2:41][CH2:42][CH2:43][CH3:44])([CH2:17][CH2:18][CH2:19][CH2:20][CH2:21][CH2:22][CH2:23][CH2:24][CH2:25][CH2:26][CH2:27][CH2:28][CH2:29][CH3:30])[C:9]4[C:14]([C:15]=3[CH:16]=[C:4]2[CH:3]=[C:2]1[CH3:1])=[CH:13][CH:12]=[CH:11][CH:10]=4)([CH3:63])[CH3:62])([CH3:59])([CH3:58])[CH3:57].